This data is from Catalyst prediction with 721,799 reactions and 888 catalyst types from USPTO. The task is: Predict which catalyst facilitates the given reaction. (1) Reactant: C(O)(C(F)(F)F)=O.[CH3:8][O:9][C@@H:10]1[CH2:14][O:13][C@@H:12]2[C@H:15]([O:18][C:19]3[N:20](COCC[Si](C)(C)C)[C:21]4[C:22]([N:40]=3)=[N:23][C:24]([C:28]3[CH:33]=[CH:32][C:31]([C:34]5[CH:39]=[CH:38][CH:37]=[CH:36][CH:35]=5)=[CH:30][CH:29]=3)=[C:25]([Cl:27])[CH:26]=4)[CH2:16][O:17][C@H:11]12. Product: [CH3:8][O:9][C@@H:10]1[CH2:14][O:13][C@@H:12]2[C@H:15]([O:18][C:19]3[NH:20][C:21]4[C:22]([N:40]=3)=[N:23][C:24]([C:28]3[CH:33]=[CH:32][C:31]([C:34]5[CH:39]=[CH:38][CH:37]=[CH:36][CH:35]=5)=[CH:30][CH:29]=3)=[C:25]([Cl:27])[CH:26]=4)[CH2:16][O:17][C@H:11]12. The catalyst class is: 2. (2) Reactant: [Cl:1][C:2]1[CH:7]=[CH:6][CH:5]=[CH:4][C:3]=1[NH:8][C:9]([C:11]1[C:20]([NH2:21])=[CH:19][C:18]2[C:13](=[CH:14][CH:15]=[CH:16][CH:17]=2)[CH:12]=1)=[O:10].[Cl:22][CH2:23][C:24](Cl)=O. Product: [Cl:22][CH2:23][C:24]1[N:8]([C:3]2[CH:4]=[CH:5][CH:6]=[CH:7][C:2]=2[Cl:1])[C:9](=[O:10])[C:11]2[C:20](=[CH:19][C:18]3[CH:17]=[CH:16][CH:15]=[CH:14][C:13]=3[CH:12]=2)[N:21]=1. The catalyst class is: 15.